This data is from Full USPTO retrosynthesis dataset with 1.9M reactions from patents (1976-2016). The task is: Predict the reactants needed to synthesize the given product. (1) Given the product [NH2:15][CH:11]1[CH2:10][CH2:9][CH2:8][C:7]2[CH:6]=[C:5]([CH2:3][OH:2])[CH:14]=[CH:13][C:12]1=2, predict the reactants needed to synthesize it. The reactants are: C[O:2][C:3]([C:5]1[CH:14]=[CH:13][C:12]2[CH:11]([N:15]=[N+]=[N-])[CH2:10][CH2:9][CH2:8][C:7]=2[CH:6]=1)=O. (2) Given the product [C:9]([C:3]1[C:4](=[O:6])[N:18]2[N:17]=[CH:16][C:15]([C:19]#[N:20])=[C:14]2[NH:13][CH:1]=1)([CH3:10])([CH3:11])[CH3:12], predict the reactants needed to synthesize it. The reactants are: [CH:1]([CH:3]([C:9]([CH3:12])([CH3:11])[CH3:10])[C:4]([O:6]CC)=O)=O.[NH2:13][C:14]1[NH:18][N:17]=[CH:16][C:15]=1[C:19]#[N:20]. (3) Given the product [CH:18]([N:11]1[CH:12]=[CH:13][C:9]([B:4]2[O:5][C:6]([CH3:7])([CH3:8])[C:2]([CH3:14])([CH3:1])[O:3]2)=[N:10]1)([CH3:20])[CH3:19], predict the reactants needed to synthesize it. The reactants are: [CH3:1][C:2]1([CH3:14])[C:6]([CH3:8])([CH3:7])[O:5][B:4]([C:9]2[CH:13]=[CH:12][NH:11][N:10]=2)[O:3]1.[H-].[Na+].I[CH:18]([CH3:20])[CH3:19]. (4) Given the product [CH:1]1([C:6]([N:8]2[CH2:9][CH:10]([C:22]3[O:23][N:35]=[C:32]([C:28]4[CH:29]=[CH:30][CH:31]=[C:26]([F:25])[CH:27]=4)[N:33]=3)[CH2:11][CH:12]([C:14]3[CH:19]=[CH:18][C:17]([CH2:20][CH3:21])=[CH:16][CH:15]=3)[CH2:13]2)=[O:7])[CH2:5][CH2:4][CH2:3][CH2:2]1, predict the reactants needed to synthesize it. The reactants are: [CH:1]1([C:6]([N:8]2[CH2:13][CH:12]([C:14]3[CH:19]=[CH:18][C:17]([CH2:20][CH3:21])=[CH:16][CH:15]=3)[CH2:11][CH:10]([C:22](O)=[O:23])[CH2:9]2)=[O:7])[CH2:5][CH2:4][CH2:3][CH2:2]1.[F:25][C:26]1[CH:27]=[C:28]([C:32](=[NH:35])[NH:33]O)[CH:29]=[CH:30][CH:31]=1. (5) Given the product [ClH:15].[NH2:11][CH2:10][CH:9]([C:3]1[CH:4]=[CH:5][C:6]([F:8])=[CH:7][C:2]=1[F:1])[OH:14], predict the reactants needed to synthesize it. The reactants are: [F:1][C:2]1[CH:7]=[C:6]([F:8])[CH:5]=[CH:4][C:3]=1[CH:9]([OH:14])[CH2:10][NH:11]C=O.[ClH:15].C(OCC)(=O)C.C(OCC)(=O)C. (6) Given the product [Cl:32][C:28]1[CH:29]=[CH:30][CH:31]=[C:23]([N:2]2[N:3]=[CH:4][CH:5]=[N:1]2)[C:24]=1[C:25]([OH:27])=[O:26], predict the reactants needed to synthesize it. The reactants are: [N:1]1[NH:2][N:3]=[CH:4][CH:5]=1.C(=O)([O-])[O-].[Cs+].[Cs+].CN[C@@H]1CCCC[C@H]1NC.Br[C:23]1[CH:31]=[CH:30][CH:29]=[C:28]([Cl:32])[C:24]=1[C:25]([OH:27])=[O:26]. (7) Given the product [C:21]([O:24][CH2:25][C:26](=[O:27])[NH:14][C:13]1[CH:12]=[CH:11][C:10]([S:9]([F:17])([F:18])([F:19])([F:20])[F:8])=[CH:16][CH:15]=1)(=[O:23])[CH3:22], predict the reactants needed to synthesize it. The reactants are: C(N(CC)CC)C.[F:8][S:9]([F:20])([F:19])([F:18])([F:17])[C:10]1[CH:16]=[CH:15][C:13]([NH2:14])=[CH:12][CH:11]=1.[C:21]([O:24][CH2:25][C:26](Cl)=[O:27])(=[O:23])[CH3:22].